Dataset: Forward reaction prediction with 1.9M reactions from USPTO patents (1976-2016). Task: Predict the product of the given reaction. (1) Given the reactants [CH:1]1([CH2:4][N:5]2[CH2:25][CH2:24][C@:12]34[C:13]5[C:14]6[O:23][C@H:11]3[C:10](=[O:26])[CH2:9][CH2:8][C@@:7]4([OH:27])[C@H:6]2[CH2:19][C:18]=5[CH:17]=[CH:16][C:15]=6[C:20]([NH2:22])=[O:21])[CH2:3][CH2:2]1.[Cl-].[NH4+], predict the reaction product. The product is: [CH:1]1([CH2:4][N:5]2[CH2:25][CH2:24][C@@:12]34[C:13]5[C:14]([OH:23])=[C:15]([C:20]([NH2:22])=[O:21])[CH:16]=[CH:17][C:18]=5[CH2:19][C@@H:6]2[C@:7]3([OH:27])[CH2:8][CH2:9][C:10](=[O:26])[CH2:11]4)[CH2:3][CH2:2]1. (2) Given the reactants [F:1][C:2]1[CH:3]=[C:4]([C:9]2[N:10]=[C:11]([CH:19]3[CH2:24][CH2:23][NH:22][CH2:21][CH2:20]3)[N:12]([CH:14](N(C)C)[CH3:15])[CH:13]=2)[CH:5]=[CH:6][C:7]=1[F:8].Cl[C:26]1[C:27]2[CH:34]([CH2:35][CH3:36])[C:33](=[O:37])[NH:32][C:28]=2[N:29]=[CH:30][N:31]=1.C[CH2:39][N:40](C(C)C)[CH:41](C)C, predict the reaction product. The product is: [F:1][C:2]1[CH:3]=[C:4]([C:9]2[N:10]=[C:11]([CH:19]3[CH2:20][CH2:21][N:22]([C:26]4[C:27]5[CH:34]([CH2:35][CH3:36])[C:33](=[O:37])[NH:32][C:28]=5[N:29]=[CH:30][N:31]=4)[CH2:23][CH2:24]3)[N:12]([CH2:14][CH2:15][N:40]([CH3:41])[CH3:39])[CH:13]=2)[CH:5]=[CH:6][C:7]=1[F:8]. (3) Given the reactants [C:1]([NH:24][C@@H:25]([CH3:30])[C:26]([O:28]C)=[O:27])(=[O:23])[CH2:2][CH2:3]/[CH:4]=[CH:5]\[CH2:6]/[CH:7]=[CH:8]\[CH2:9]/[CH:10]=[CH:11]\[CH2:12]/[CH:13]=[CH:14]\[CH2:15]/[CH:16]=[CH:17]\[CH2:18]/[CH:19]=[CH:20]\[CH2:21][CH3:22].[OH-].[Na+], predict the reaction product. The product is: [C:1]([NH:24][C@@H:25]([CH3:30])[C:26]([OH:28])=[O:27])(=[O:23])[CH2:2][CH2:3]/[CH:4]=[CH:5]\[CH2:6]/[CH:7]=[CH:8]\[CH2:9]/[CH:10]=[CH:11]\[CH2:12]/[CH:13]=[CH:14]\[CH2:15]/[CH:16]=[CH:17]\[CH2:18]/[CH:19]=[CH:20]\[CH2:21][CH3:22]. (4) Given the reactants [CH:1]1([S:4]([O:7][C:8]2[CH:13]=[CH:12][CH:11]=[C:10]([C:14]3([C:22]4[CH:27]=[CH:26][CH:25]=[C:24]([Br:28])[CH:23]=4)[C:18](=[O:19])[N:17]([CH3:20])[C:16](=S)[NH:15]3)[CH:9]=2)(=[O:6])=[O:5])[CH2:3][CH2:2]1.[NH3:29].C(OO)(C)(C)C, predict the reaction product. The product is: [CH:1]1([S:4]([O:7][C:8]2[CH:13]=[CH:12][CH:11]=[C:10]([C:14]3([C:22]4[CH:27]=[CH:26][CH:25]=[C:24]([Br:28])[CH:23]=4)[C:18](=[O:19])[N:17]([CH3:20])[C:16]([NH2:29])=[N:15]3)[CH:9]=2)(=[O:5])=[O:6])[CH2:2][CH2:3]1. (5) The product is: [NH2:13][C:2]1([CH3:1])[CH2:5][N:4]([CH2:6][C:7]2[CH:8]=[CH:9][CH:10]=[CH:11][CH:12]=2)[CH2:3]1. Given the reactants [CH3:1][C:2]1([N+:13]([O-])=O)[CH2:5][N:4]([CH2:6][C:7]2[CH:12]=[CH:11][CH:10]=[CH:9][CH:8]=2)[CH2:3]1.C(O)(=O)C.ClCCl, predict the reaction product.